From a dataset of Forward reaction prediction with 1.9M reactions from USPTO patents (1976-2016). Predict the product of the given reaction. (1) Given the reactants Br[C:2]1[CH:7]=[CH:6][C:5]([C:8]2[CH2:12][C:11]([C:17]3[CH:22]=[C:21]([Cl:23])[CH:20]=[C:19]([Cl:24])[CH:18]=3)([C:13]([F:16])([F:15])[F:14])[O:10][N:9]=2)=[CH:4][C:3]=1[CH3:25].[CH3:26][N:27](C)C=O, predict the reaction product. The product is: [Cl:24][C:19]1[CH:18]=[C:17]([C:11]2([C:13]([F:16])([F:15])[F:14])[O:10][N:9]=[C:8]([C:5]3[CH:6]=[CH:7][C:2]([C:26]#[N:27])=[C:3]([CH3:25])[CH:4]=3)[CH2:12]2)[CH:22]=[C:21]([Cl:23])[CH:20]=1. (2) Given the reactants [CH2:1]([N:8]1[CH2:12][C@H:11]([C:13]2[CH:18]=[CH:17][C:16]([Cl:19])=[CH:15][CH:14]=2)[C@@H:10]([C:20](=[O:22])[CH3:21])[CH2:9]1)[C:2]1[CH:7]=[CH:6][CH:5]=[CH:4][CH:3]=1.[H-].[H-].[H-].[H-].[Li+].[Al+3], predict the reaction product. The product is: [CH2:1]([N:8]1[CH2:12][C@H:11]([C:13]2[CH:14]=[CH:15][C:16]([Cl:19])=[CH:17][CH:18]=2)[C@@H:10]([C@H:20]([OH:22])[CH3:21])[CH2:9]1)[C:2]1[CH:3]=[CH:4][CH:5]=[CH:6][CH:7]=1. (3) Given the reactants [C:1]([C:5]1[CH:9]=[C:8]([NH:10][C:11]([NH:13][C:14]2[CH:19]=[CH:18][CH:17]=[C:16]([Cl:20])[C:15]=2[Cl:21])=[O:12])[N:7]([C:22]2[CH:27]=[CH:26][CH:25]=[C:24]([CH2:28][CH2:29][NH:30]C(=O)C(F)(F)F)[CH:23]=2)[N:6]=1)([CH3:4])([CH3:3])[CH3:2].C([O-])([O-])=O.[K+].[K+], predict the reaction product. The product is: [NH2:30][CH2:29][CH2:28][C:24]1[CH:23]=[C:22]([N:7]2[C:8]([NH:10][C:11]([NH:13][C:14]3[CH:19]=[CH:18][CH:17]=[C:16]([Cl:20])[C:15]=3[Cl:21])=[O:12])=[CH:9][C:5]([C:1]([CH3:4])([CH3:3])[CH3:2])=[N:6]2)[CH:27]=[CH:26][CH:25]=1. (4) The product is: [Cl:21][C:22]1[CH:23]=[CH:24][C:25]([CH2:26][N:27]2[C:35]3[C:30](=[CH:31][CH:32]=[CH:33][CH:34]=3)[C:29]([OH:36])([C:14]([CH3:15])([CH3:13])[C:16](=[O:20])[CH:17]([CH3:19])[CH3:18])[C:28]2=[O:37])=[CH:38][CH:39]=1. Given the reactants CNC1C=CC=CC=1.C([Mg]Br)C.[CH3:13][CH:14]([C:16](=[O:20])[CH:17]([CH3:19])[CH3:18])[CH3:15].[Cl:21][C:22]1[CH:39]=[CH:38][C:25]([CH2:26][N:27]2[C:35]3[C:30](=[CH:31][CH:32]=[CH:33][CH:34]=3)[C:29](=[O:36])[C:28]2=[O:37])=[CH:24][CH:23]=1, predict the reaction product.